Dataset: Reaction yield outcomes from USPTO patents with 853,638 reactions. Task: Predict the reaction yield, written as a fraction of the theoretical maximum amount of product (1.0 means a 100% yield; for example, 0.34 means a 34% yield). The reactants are [CH3:1][O:2][C:3]1[CH:4]=[C:5]([OH:9])[CH:6]=[CH:7][CH:8]=1.[H-].[Na+].[Cl:12][CH2:13][CH2:14][CH2:15]I.[Na+].[Cl-]. The catalyst is CN(C=O)C.O. The product is [Cl:12][CH2:13][CH2:14][CH2:15][O:9][C:5]1[CH:6]=[CH:7][CH:8]=[C:3]([O:2][CH3:1])[CH:4]=1. The yield is 1.00.